From a dataset of Reaction yield outcomes from USPTO patents with 853,638 reactions. Predict the reaction yield, written as a fraction of the theoretical maximum amount of product (1.0 means a 100% yield; for example, 0.34 means a 34% yield). (1) The reactants are [CH3:1][Si:2]([CH3:29])([CH3:28])[CH2:3][CH2:4][O:5][CH2:6][N:7]1[C:11]2[N:12]=[CH:13][N:14]=[C:15]([C:16]3[CH:17]=[N:18][N:19]([CH:21]([CH2:25][CH2:26][OH:27])[CH2:22][CH2:23][OH:24])[CH:20]=3)[C:10]=2[CH:9]=[CH:8]1.C(Cl)Cl.[CH3:33][S:34](Cl)(=[O:36])=[O:35]. The catalyst is O. The product is [CH3:33][S:34]([O:27][CH2:26][CH2:25][CH:21]([N:19]1[CH:20]=[C:16]([C:15]2[C:10]3[CH:9]=[CH:8][N:7]([CH2:6][O:5][CH2:4][CH2:3][Si:2]([CH3:1])([CH3:28])[CH3:29])[C:11]=3[N:12]=[CH:13][N:14]=2)[CH:17]=[N:18]1)[CH2:22][CH2:23][O:24][S:34]([CH3:33])(=[O:36])=[O:35])(=[O:36])=[O:35]. The yield is 0.800. (2) The reactants are [F:1][C:2]1[CH:3]=[N:4][C:5]2[C:10]([C:11]=1[CH2:12][CH2:13][N:14]1[CH2:19][CH2:18][O:17][CH:16]([CH2:20][NH2:21])[CH2:15]1)=[N:9][C:8]([O:22][CH3:23])=[CH:7][CH:6]=2.[O-]S([O-])(=O)=O.[Na+].[Na+].[O:31]=[C:32]1[CH2:37][O:36][C:35]2[CH:38]=[CH:39][C:40]([CH:42]=O)=[N:41][C:34]=2[NH:33]1. The catalyst is CCO.C(Cl)Cl. The product is [F:1][C:2]1[CH:3]=[N:4][C:5]2[C:10]([C:11]=1[CH2:12][CH2:13][N:14]1[CH2:19][CH2:18][O:17][C@@H:16]([CH2:20][NH:21][CH2:42][C:40]3[CH:39]=[CH:38][C:35]4[O:36][CH2:37][C:32](=[O:31])[NH:33][C:34]=4[N:41]=3)[CH2:15]1)=[N:9][C:8]([O:22][CH3:23])=[CH:7][CH:6]=2. The yield is 0.990.